This data is from Cav3 T-type calcium channel HTS with 100,875 compounds. The task is: Binary Classification. Given a drug SMILES string, predict its activity (active/inactive) in a high-throughput screening assay against a specified biological target. (1) The compound is O1CCN(C(=O)CN2CCC(NC(=O)c3cc(ccc3)C)CC2)CC1. The result is 0 (inactive). (2) The compound is S(=O)(=O)(N1CCCC1)c1ccc(NC(=O)CNC(=O)c2occc2)cc1. The result is 0 (inactive).